Task: Regression/Classification. Given a drug SMILES string, predict its absorption, distribution, metabolism, or excretion properties. Task type varies by dataset: regression for continuous measurements (e.g., permeability, clearance, half-life) or binary classification for categorical outcomes (e.g., BBB penetration, CYP inhibition). Dataset: cyp2d6_veith.. Dataset: CYP2D6 inhibition data for predicting drug metabolism from PubChem BioAssay (1) The compound is COc1ccc(N(C)C(=O)c2ccc3nc(-c4ccccc4)c(-c4ccccc4)nc3c2)cc1. The result is 0 (non-inhibitor). (2) The compound is CC(CC(=O)Nc1ccc(Cl)c([N+](=O)[O-])c1)c1ccccc1. The result is 1 (inhibitor). (3) The drug is COc1ccc(OCC(=O)NNC(=O)c2ccc(-c3ccccc3)cc2)cc1. The result is 0 (non-inhibitor). (4) The drug is Cn1cc(/C=N/n2cnc3sc4c(c3c2=O)CCCC4)c2ccccc21. The result is 0 (non-inhibitor). (5) The result is 0 (non-inhibitor). The drug is N#Cc1ccc(CN2CCCC3(CCN(C(=O)c4ccncc4)CC3)C2)cc1. (6) The result is 1 (inhibitor). The drug is C=CCNC(=O)/C(=C\c1ccc2c(c1)OCO2)NC(=O)c1ccc(Br)cc1. (7) The compound is O=C(Nc1cccn(Cc2c(Cl)cccc2Cl)c1=O)c1ccccc1. The result is 0 (non-inhibitor).